This data is from Peptide-MHC class I binding affinity with 185,985 pairs from IEDB/IMGT. The task is: Regression. Given a peptide amino acid sequence and an MHC pseudo amino acid sequence, predict their binding affinity value. This is MHC class I binding data. (1) The peptide sequence is FLDKSIHLTK. The MHC is HLA-A31:01 with pseudo-sequence HLA-A31:01. The binding affinity (normalized) is 0.571. (2) The peptide sequence is LPYPVLLKI. The MHC is HLA-B27:03 with pseudo-sequence HLA-B27:03. The binding affinity (normalized) is 0.0847. (3) The peptide sequence is WLYYNQDVQR. The MHC is HLA-A68:01 with pseudo-sequence HLA-A68:01. The binding affinity (normalized) is 0.805.